Dataset: Forward reaction prediction with 1.9M reactions from USPTO patents (1976-2016). Task: Predict the product of the given reaction. (1) Given the reactants [Cl:1][C:2]1[CH:3]=[C:4]([C:10]2[N:11]=[C:12](O)[C:13]3[C:18]([CH:19]=2)=[CH:17][C:16]([O:20][CH3:21])=[CH:15][CH:14]=3)[CH:5]=[CH:6][C:7]=1[O:8][CH3:9].O=P(Cl)(Cl)[Cl:25], predict the reaction product. The product is: [Cl:25][C:12]1[C:13]2[C:18](=[CH:17][C:16]([O:20][CH3:21])=[CH:15][CH:14]=2)[CH:19]=[C:10]([C:4]2[CH:5]=[CH:6][C:7]([O:8][CH3:9])=[C:2]([Cl:1])[CH:3]=2)[N:11]=1. (2) Given the reactants [CH:1]1([O:4][C:5]2[CH:6]=[C:7]([C:15]3[NH:32][C:18]4[CH:19]=[N:20][N:21](COCC[Si](C)(C)C)[C:22](=[O:23])[C:17]=4[C:16]=3[CH2:33][O:34][CH:35]([CH2:38][CH3:39])[CH2:36][CH3:37])[CH:8]=[CH:9][C:10]=2[O:11][CH:12]([F:14])[F:13])[CH2:3][CH2:2]1.C1(OCC2C3C(=O)N(COCC[Si](C)(C)C)N=CC=3NC=2C2C=CC(OC(F)F)=C(OC3CC3)C=2)CCC1, predict the reaction product. The product is: [CH:1]1([O:4][C:5]2[CH:6]=[C:7]([C:15]3[NH:32][C:18]4[CH:19]=[N:20][NH:21][C:22](=[O:23])[C:17]=4[C:16]=3[CH2:33][O:34][CH:35]([CH2:38][CH3:39])[CH2:36][CH3:37])[CH:8]=[CH:9][C:10]=2[O:11][CH:12]([F:13])[F:14])[CH2:2][CH2:3]1. (3) The product is: [NH2:21][C:16]([CH3:18])([CH3:17])[C:15]([NH:14][C:10]1[S:11][CH:12]=[CH:13][C:9]=1[C:1](=[O:8])[C:2]1[CH:7]=[CH:6][CH:5]=[CH:4][CH:3]=1)=[O:20]. Given the reactants [C:1]([C:9]1[CH:13]=[CH:12][S:11][C:10]=1[NH:14][C:15](=[O:20])[C:16](Br)([CH3:18])[CH3:17])(=[O:8])[C:2]1[CH:7]=[CH:6][CH:5]=[CH:4][CH:3]=1.[N-:21]=[N+]=[N-].[Na+].[N-]=[N+]=[N-].[Cl-].[NH4+], predict the reaction product. (4) Given the reactants [K+].[C:2]([C:4]1[N:5]=[C:6]([C:17]([O-:19])=O)[N:7]([CH2:9][O:10][CH2:11][CH2:12][Si:13]([CH3:16])([CH3:15])[CH3:14])[CH:8]=1)#[N:3].N1C=CC=CC=1.O=S(Cl)Cl.[C:30]1([C:36]2[CH:41]=[C:40]([S:42]([N:45]3[CH2:50][CH2:49][O:48][CH2:47][CH2:46]3)(=[O:44])=[O:43])[CH:39]=[CH:38][C:37]=2[NH2:51])[CH2:35][CH2:34][CH2:33][CH2:32][CH:31]=1.C(N(CC)CC)C, predict the reaction product. The product is: [C:30]1([C:36]2[CH:41]=[C:40]([S:42]([N:45]3[CH2:50][CH2:49][O:48][CH2:47][CH2:46]3)(=[O:44])=[O:43])[CH:39]=[CH:38][C:37]=2[NH:51][C:17]([C:6]2[N:7]([CH2:9][O:10][CH2:11][CH2:12][Si:13]([CH3:14])([CH3:15])[CH3:16])[CH:8]=[C:4]([C:2]#[N:3])[N:5]=2)=[O:19])[CH2:35][CH2:34][CH2:33][CH2:32][CH:31]=1.